Dataset: Full USPTO retrosynthesis dataset with 1.9M reactions from patents (1976-2016). Task: Predict the reactants needed to synthesize the given product. Given the product [Cl:1][C:2]1[C:10]2[O:9][CH2:8][CH2:7][C:6]=2[CH:5]=[C:4]([NH2:11])[CH:3]=1, predict the reactants needed to synthesize it. The reactants are: [Cl:1][C:2]1[C:10]2[O:9][CH2:8][CH2:7][C:6]=2[CH:5]=[C:4]([N+:11]([O-])=O)[CH:3]=1.Cl.C(=O)([O-])O.[Na+].